Dataset: HIV replication inhibition screening data with 41,000+ compounds from the AIDS Antiviral Screen. Task: Binary Classification. Given a drug SMILES string, predict its activity (active/inactive) in a high-throughput screening assay against a specified biological target. (1) The molecule is COc1ccnc(C(=O)N2CCCC2C(=O)O)c1. The result is 0 (inactive). (2) The molecule is CC(C)CCCC(C)C1CCC2C3CCC4CC(CCCC(c5ccc(O)c(C(=O)O)c5)c5ccc(O)c(C(=O)O)c5)CCC4(C)C3CCC12C.[NaH]. The result is 1 (active). (3) The compound is CCOC(=O)C[N+]1(C)C2CCC1CC(O)C2. The result is 0 (inactive). (4) The result is 0 (inactive). The compound is CC(C)=C(OP(C)(I)(N(C)C)N(C)C)C(C)(C)C(=O)N(C)C. (5) The result is 0 (inactive). The molecule is COC1Cc2ccccc2C1O. (6) The drug is CCOP(=O)(OCC)C(C#N)=Cc1ccc(Cl)cc1. The result is 0 (inactive). (7) The molecule is CCOC1=NC(C(F)(F)F)(C(F)(F)F)N=C(NC2=NP(=O)(OCC)C(C)(C)N2C)O1. The result is 0 (inactive).